From a dataset of Reaction yield outcomes from USPTO patents with 853,638 reactions. Predict the reaction yield, written as a fraction of the theoretical maximum amount of product (1.0 means a 100% yield; for example, 0.34 means a 34% yield). (1) The reactants are Br[C:2]1[CH:11]=[CH:10][C:9]2[C:4](=[CH:5][CH:6]=[CH:7][CH:8]=2)[CH:3]=1.[I-:12].[K+].Cl. The catalyst is [Cu](I)I.CN(C)P(N(C)C)(N(C)C)=O. The product is [I:12][C:2]1[CH:11]=[CH:10][C:9]2[C:4](=[CH:5][CH:6]=[CH:7][CH:8]=2)[CH:3]=1. The yield is 0.590. (2) The reactants are [N:1]1[C:10]2[C:5](=[CH:6][CH:7]=[CH:8][C:9]=2[OH:11])[CH:4]=[CH:3][C:2]=1[OH:12].[CH:13]1[CH:18]=[CH:17][C:16]([CH2:19]Br)=[CH:15][CH:14]=1.C1CCN2C(=NCCC2)CC1. The catalyst is CC(O)C. The product is [CH2:19]([O:11][C:9]1[CH:8]=[CH:7][CH:6]=[C:5]2[C:10]=1[N:1]=[C:2]([OH:12])[CH:3]=[CH:4]2)[C:16]1[CH:17]=[CH:18][CH:13]=[CH:14][CH:15]=1. The yield is 0.850. (3) The reactants are [CH3:1][C:2]1[N:7]=[C:6]([C:8]([OH:10])=O)[CH:5]=[CH:4][CH:3]=1.C1N=CN(C(N2C=NC=C2)=O)C=1.Cl.[NH2:24][CH2:25][C:26]1[CH:34]=[CH:33][CH:32]=[C:31]2[C:27]=1[C:28](=[O:44])[N:29]([CH:36]1[CH2:41][CH2:40][C:39](=[O:42])[NH:38][C:37]1=[O:43])[C:30]2=[O:35].C(N(CC)CC)C. The catalyst is CN(C=O)C. The product is [O:43]=[C:37]1[CH:36]([N:29]2[C:28](=[O:44])[C:27]3[C:31](=[CH:32][CH:33]=[CH:34][C:26]=3[CH2:25][NH:24][C:8]([C:6]3[CH:5]=[CH:4][CH:3]=[C:2]([CH3:1])[N:7]=3)=[O:10])[C:30]2=[O:35])[CH2:41][CH2:40][C:39](=[O:42])[NH:38]1. The yield is 0.540. (4) The reactants are [O:1]1[C:10]2[CH:9]=[C:8]([CH2:11][OH:12])[N:7]=[CH:6][C:5]=2[O:4][CH2:3][CH2:2]1. The catalyst is ClCCl.[O-2].[O-2].[Mn+4]. The product is [O:1]1[C:10]2[CH:9]=[C:8]([CH:11]=[O:12])[N:7]=[CH:6][C:5]=2[O:4][CH2:3][CH2:2]1. The yield is 0.610. (5) The reactants are [F:1][C:2]1[C:3]([C:24]2[N:28]([CH:29]([CH3:31])[CH3:30])[C:27]([CH3:32])=[N:26][CH:25]=2)=[N:4][C:5]([NH:8][C:9]2[CH:14]=[CH:13][C:12]([N:15]3[CH2:19][CH2:18][C@H:17]([NH:20]C(=O)C)[CH2:16]3)=[CH:11][CH:10]=2)=[N:6][CH:7]=1. The catalyst is C(O)(C)C.O.Cl. The product is [NH2:20][C@H:17]1[CH2:18][CH2:19][N:15]([C:12]2[CH:11]=[CH:10][C:9]([NH:8][C:5]3[N:4]=[C:3]([C:24]4[N:28]([CH:29]([CH3:30])[CH3:31])[C:27]([CH3:32])=[N:26][CH:25]=4)[C:2]([F:1])=[CH:7][N:6]=3)=[CH:14][CH:13]=2)[CH2:16]1. The yield is 0.950. (6) The reactants are [Br:1][C:2]1[CH:3]=[CH:4][C:5]([CH:8]=[O:9])=[N:6][CH:7]=1.[BH4-].[Na+]. The catalyst is C(O)C. The product is [Br:1][C:2]1[CH:3]=[CH:4][C:5]([CH2:8][OH:9])=[N:6][CH:7]=1. The yield is 0.840. (7) The reactants are [C:1]([O:4][C:5]1[CH:13]=[CH:12][CH:11]=[CH:10][C:6]=1[C:7]([OH:9])=[O:8])(=[O:3])[CH3:2].C(N(CC)CC)C.ClC(OCC)=O.O[CH2:28][CH2:29][CH2:30][NH:31][C:32](=[O:41])[O:33][CH2:34][C:35]1[CH:40]=[CH:39][CH:38]=[CH:37][CH:36]=1. The catalyst is C(Cl)Cl. The product is [C:1]([O:4][C:5]1[CH:13]=[CH:12][CH:11]=[CH:10][C:6]=1[C:7]([O:9][CH2:28][CH2:29][CH2:30][NH:31][C:32]([O:33][CH2:34][C:35]1[CH:36]=[CH:37][CH:38]=[CH:39][CH:40]=1)=[O:41])=[O:8])(=[O:3])[CH3:2]. The yield is 0.540.